This data is from Catalyst prediction with 721,799 reactions and 888 catalyst types from USPTO. The task is: Predict which catalyst facilitates the given reaction. (1) Reactant: [CH2:1]([NH:4][CH2:5][CH2:6][N:7]1[C:15]2[C:10](=[CH:11][CH:12]=[C:13]([C:16]3[CH:20]=[CH:19][S:18][CH:17]=3)[CH:14]=2)[CH:9]=[N:8]1)[CH:2]=[CH2:3]. Product: [CH2:1]([NH:4][CH2:5][CH2:6][N:7]1[C:15]2[C:10](=[CH:11][CH:12]=[C:13]([C:16]3[CH:20]=[CH:19][S:18][CH:17]=3)[CH:14]=2)[CH:9]=[N:8]1)[CH2:2][CH3:3]. The catalyst class is: 153. (2) Reactant: [CH3:1][N:2]1[C:10]2[C:9](=[O:11])[NH:8][C:7]([CH3:12])=[N:6][C:5]=2[C:4]([CH2:13][CH2:14][CH3:15])=[N:3]1.[CH2:16]([O:18][C:19](=[O:39])[C:20]([O:24][C:25]1[CH:30]=[CH:29][C:28]([CH2:31][CH2:32][CH2:33]OS(C)(=O)=O)=[CH:27][CH:26]=1)([CH3:23])[CH2:21][CH3:22])[CH3:17]. Product: [CH2:16]([O:18][C:19](=[O:39])[C:20]([O:24][C:25]1[CH:30]=[CH:29][C:28]([CH2:31][CH2:32][CH2:33][N:8]2[C:9](=[O:11])[C:10]3[N:2]([CH3:1])[N:3]=[C:4]([CH2:13][CH2:14][CH3:15])[C:5]=3[N:6]=[C:7]2[CH3:12])=[CH:27][CH:26]=1)([CH3:23])[CH2:21][CH3:22])[CH3:17]. The catalyst class is: 42. (3) Reactant: [CH:1]([C:3]1[S:7][C:6]([NH:8][CH2:9][C:10]([OH:12])=O)=[N:5][CH:4]=1)=[O:2].ON1C2N=CC=CC=2N=N1.[NH2:23][C@@H:24]([CH3:45])[C:25]([NH:27][C@@H:28]([CH3:44])[C:29]([NH:31][C@@H:32]([CH2:36][C:37]1[CH:42]=[CH:41][C:40]([OH:43])=[CH:39][CH:38]=1)[C:33]([NH2:35])=[O:34])=[O:30])=[O:26].CN1CCOCC1.C(Cl)CCl. Product: [NH2:35][C:33](=[O:34])[C@@H:32]([NH:31][C:29](=[O:30])[C@@H:28]([NH:27][C:25](=[O:26])[C@@H:24]([NH:23][C:10](=[O:12])[CH2:9][NH:8][C:6]1[S:7][C:3]([CH:1]=[O:2])=[CH:4][N:5]=1)[CH3:45])[CH3:44])[CH2:36][C:37]1[CH:42]=[CH:41][C:40]([OH:43])=[CH:39][CH:38]=1. The catalyst class is: 121. (4) Reactant: C1(C)C=CC=CC=1.C[O:9][C:10](=O)/[CH:11]=[C:12](\[CH3:29])/[CH2:13]/[CH:14]=[CH:15]/[C@H:16]([CH3:28])[C@@H:17]([O:20][Si:21]([CH2:26][CH3:27])([CH2:24][CH3:25])[CH2:22][CH3:23])[CH2:18][CH3:19].C1(C)C=CC=CC=1.[H-].C([Al+]CC(C)C)C(C)C.O.O.O.O.C(C(C(C([O-])=O)O)O)([O-])=O.[Na+].[K+]. Product: [CH3:29]/[C:12](/[CH2:13]/[CH:14]=[CH:15]/[C@H:16]([CH3:28])[C@@H:17]([O:20][Si:21]([CH2:24][CH3:25])([CH2:26][CH3:27])[CH2:22][CH3:23])[CH2:18][CH3:19])=[CH:11]\[CH2:10][OH:9]. The catalyst class is: 27. (5) Reactant: C[O:2][C:3]1[C:12]([C:13]2[CH:18]=[CH:17][CH:16]=[CH:15][CH:14]=2)=[CH:11][C:10]2[N:9]=[C:8]([C:19]3[CH:24]=[CH:23][CH:22]=[CH:21][CH:20]=3)[CH:7]=[N:6][C:5]=2[C:4]=1[C:25]([O:27]C)=[O:26].B(Br)(Br)Br. Product: [OH:2][C:3]1[C:12]([C:13]2[CH:18]=[CH:17][CH:16]=[CH:15][CH:14]=2)=[CH:11][C:10]2[N:9]=[C:8]([C:19]3[CH:20]=[CH:21][CH:22]=[CH:23][CH:24]=3)[CH:7]=[N:6][C:5]=2[C:4]=1[C:25]([OH:27])=[O:26]. The catalyst class is: 4. (6) Reactant: [CH3:1][C:2]1[N:3]=[C:4]2[N:13]3[C:8]([CH2:9][N:10]([CH2:15][CH2:16][CH2:17][CH2:18][NH:19][S:20]([C:23]([F:26])([F:25])[F:24])(=[O:22])=[O:21])[C:11](=[O:14])[C:12]=13)=[CH:7][CH:6]=[CH:5]2.[ClH:27]. Product: [ClH:27].[CH3:1][C:2]1[N:3]=[C:4]2[N:13]3[C:8]([CH2:9][N:10]([CH2:15][CH2:16][CH2:17][CH2:18][NH:19][S:20]([C:23]([F:26])([F:25])[F:24])(=[O:21])=[O:22])[C:11](=[O:14])[C:12]=13)=[CH:7][CH:6]=[CH:5]2. The catalyst class is: 8.